From a dataset of NCI-60 drug combinations with 297,098 pairs across 59 cell lines. Regression. Given two drug SMILES strings and cell line genomic features, predict the synergy score measuring deviation from expected non-interaction effect. (1) Drug 2: C1C(C(OC1N2C=C(C(=O)NC2=O)F)CO)O. Drug 1: CC(CN1CC(=O)NC(=O)C1)N2CC(=O)NC(=O)C2. Synergy scores: CSS=11.9, Synergy_ZIP=-9.92, Synergy_Bliss=-4.67, Synergy_Loewe=-10.7, Synergy_HSA=-3.65. Cell line: M14. (2) Drug 1: CC(CN1CC(=O)NC(=O)C1)N2CC(=O)NC(=O)C2. Drug 2: C1=CC(=CC=C1C#N)C(C2=CC=C(C=C2)C#N)N3C=NC=N3. Cell line: OVCAR-8. Synergy scores: CSS=18.5, Synergy_ZIP=-5.39, Synergy_Bliss=-1.76, Synergy_Loewe=-2.13, Synergy_HSA=-2.04. (3) Drug 1: COC1=NC(=NC2=C1N=CN2C3C(C(C(O3)CO)O)O)N. Drug 2: C1CN1C2=NC(=NC(=N2)N3CC3)N4CC4. Cell line: OVCAR3. Synergy scores: CSS=31.1, Synergy_ZIP=-6.54, Synergy_Bliss=1.42, Synergy_Loewe=-33.1, Synergy_HSA=-0.516.